From a dataset of Peptide-MHC class I binding affinity with 185,985 pairs from IEDB/IMGT. Regression. Given a peptide amino acid sequence and an MHC pseudo amino acid sequence, predict their binding affinity value. This is MHC class I binding data. (1) The peptide sequence is IEELREHLL. The MHC is HLA-A03:01 with pseudo-sequence HLA-A03:01. The binding affinity (normalized) is 0.00365. (2) The binding affinity (normalized) is 0. The MHC is H-2-Db with pseudo-sequence H-2-Db. The peptide sequence is NRDKTEAILQL.